Dataset: Peptide-MHC class I binding affinity with 185,985 pairs from IEDB/IMGT. Task: Regression. Given a peptide amino acid sequence and an MHC pseudo amino acid sequence, predict their binding affinity value. This is MHC class I binding data. (1) The peptide sequence is EQQQSFMPK. The MHC is HLA-A03:01 with pseudo-sequence HLA-A03:01. The binding affinity (normalized) is 0.292. (2) The peptide sequence is KQGDVFYTA. The MHC is HLA-B15:17 with pseudo-sequence HLA-B15:17. The binding affinity (normalized) is 0.0847.